From a dataset of Catalyst prediction with 721,799 reactions and 888 catalyst types from USPTO. Predict which catalyst facilitates the given reaction. (1) Reactant: [CH3:1][O:2][C:3]1[C:7]([C:8](O)=[O:9])=[C:6]([C:11]2[CH:16]=[CH:15][C:14]([O:17][CH3:18])=[CH:13][CH:12]=2)[S:5][N:4]=1.B.C1COCC1. Product: [CH3:1][O:2][C:3]1[C:7]([CH2:8][OH:9])=[C:6]([C:11]2[CH:16]=[CH:15][C:14]([O:17][CH3:18])=[CH:13][CH:12]=2)[S:5][N:4]=1. The catalyst class is: 7. (2) Reactant: [C:1]([O:5][C:6](=[O:17])[C:7]1[CH:12]=[CH:11][C:10]([CH3:13])=[C:9]([N+:14]([O-])=O)[CH:8]=1)([CH3:4])([CH3:3])[CH3:2].O.NN. The catalyst class is: 5. Product: [C:1]([O:5][C:6](=[O:17])[C:7]1[CH:12]=[CH:11][C:10]([CH3:13])=[C:9]([NH2:14])[CH:8]=1)([CH3:4])([CH3:2])[CH3:3]. (3) Reactant: [CH2:1]([Mg]Br)[CH3:2].[Cl:5][C:6]1[C:14]2[CH:13]=[C:12]([C:15](N(OC)C)=[O:16])[S:11][C:10]=2[CH:9]=[CH:8][CH:7]=1.O.Cl. Product: [Cl:5][C:6]1[C:14]2[CH:13]=[C:12]([C:15](=[O:16])[CH2:1][CH3:2])[S:11][C:10]=2[CH:9]=[CH:8][CH:7]=1. The catalyst class is: 7. (4) Reactant: [Cl:1][C:2]1[CH:10]=[CH:9][C:8]2[NH:7][C:6]3[CH2:11][CH2:12][N:13]([CH3:15])[CH2:14][C:5]=3[C:4]=2[CH:3]=1.N1CCC[C@H]1C(O)=O.P([O-])([O-])([O-])=O.[K+].[K+].[K+].Br[CH:33]=[C:34]([C:36]1[CH:41]=[CH:40][CH:39]=[CH:38][C:37]=1[Cl:42])[CH3:35]. Product: [Cl:1][C:2]1[CH:10]=[CH:9][C:8]2[N:7](/[CH:33]=[C:34](\[C:36]3[CH:41]=[CH:40][CH:39]=[CH:38][C:37]=3[Cl:42])/[CH3:35])[C:6]3[CH2:11][CH2:12][N:13]([CH3:15])[CH2:14][C:5]=3[C:4]=2[CH:3]=1. The catalyst class is: 122. (5) Reactant: F[P-](F)(F)(F)(F)F.N1(OC(N(C)C)=[N+](C)C)C2N=CC=CC=2N=N1.[C:25]1([C:31]2[C:39]3[C:38]([N:40]4[CH2:45][CH2:44][CH2:43][CH:42]([C:46]([OH:48])=O)[CH2:41]4)=[N:37][CH:36]=[N:35][C:34]=3[S:33][CH:32]=2)[CH:30]=[CH:29][CH:28]=[CH:27][CH:26]=1.C(N(CC)CC)C.[O:56]1[CH2:61][CH2:60][N:59]([CH2:62][CH2:63][NH2:64])[CH2:58][CH2:57]1. Product: [O:56]1[CH2:61][CH2:60][N:59]([CH2:62][CH2:63][NH:64][C:46]([CH:42]2[CH2:43][CH2:44][CH2:45][N:40]([C:38]3[C:39]4[C:31]([C:25]5[CH:30]=[CH:29][CH:28]=[CH:27][CH:26]=5)=[CH:32][S:33][C:34]=4[N:35]=[CH:36][N:37]=3)[CH2:41]2)=[O:48])[CH2:58][CH2:57]1. The catalyst class is: 10. (6) Reactant: [CH3:1][C:2]1[N:6]([CH:7]([CH3:9])[CH3:8])[C:5]([C:10]2[CH:15]=[CH:14][N:13]=[C:12]([NH:16][CH:17]3[CH2:22][CH2:21][NH:20][CH2:19][CH2:18]3)[N:11]=2)=[CH:4][N:3]=1.Cl[CH2:24][CH2:25][S:26](Cl)(=[O:28])=[O:27]. Product: [CH:25]([S:26]([N:20]1[CH2:19][CH2:18][CH:17]([NH:16][C:12]2[N:11]=[C:10]([C:5]3[N:6]([CH:7]([CH3:9])[CH3:8])[C:2]([CH3:1])=[N:3][CH:4]=3)[CH:15]=[CH:14][N:13]=2)[CH2:22][CH2:21]1)(=[O:28])=[O:27])=[CH2:24]. The catalyst class is: 2. (7) Reactant: [Cl:1][C:2]1[CH:25]=[CH:24][C:5]([CH2:6][N:7]2[C:11]([CH3:12])=[C:10]([C:13]3[CH:18]=[CH:17][C:16]([C:19]#[N:20])=[CH:15][CH:14]=3)[C:9]([C:21]#[N:22])=[C:8]2[CH3:23])=[CH:4][C:3]=1[CH2:26][OH:27].[C:28]([O:32][C:33](=[O:39])[CH2:34][CH2:35][C:36](O)=[O:37])([CH3:31])([CH3:30])[CH3:29].CCN=C=NCCCN(C)C. Product: [C:36]([O:27][CH2:26][C:3]1[CH:4]=[C:5]([CH2:6][N:7]2[C:11]([CH3:12])=[C:10]([C:13]3[CH:14]=[CH:15][C:16]([C:19]#[N:20])=[CH:17][CH:18]=3)[C:9]([C:21]#[N:22])=[C:8]2[CH3:23])[CH:24]=[CH:25][C:2]=1[Cl:1])(=[O:37])[CH2:35][CH2:34][C:33]([O:32][C:28]([CH3:30])([CH3:29])[CH3:31])=[O:39]. The catalyst class is: 17.